Dataset: Catalyst prediction with 721,799 reactions and 888 catalyst types from USPTO. Task: Predict which catalyst facilitates the given reaction. Reactant: [F:1][C:2]1[C:7]([C:8]2[CH:13]=[C:12]([O:14][CH3:15])[CH:11]=[C:10]([O:16][CH3:17])[CH:9]=2)=[CH:6][C:5]([CH:18]=[O:19])=[C:4]([N+:20]([O-:22])=[O:21])[CH:3]=1.C1(C)C=CC(S(O)(=O)=O)=CC=1.[CH2:34](O)[CH2:35][OH:36]. Product: [F:1][C:2]1[C:7]([C:8]2[CH:13]=[C:12]([O:14][CH3:15])[CH:11]=[C:10]([O:16][CH3:17])[CH:9]=2)=[CH:6][C:5]([CH:18]2[O:36][CH2:35][CH2:34][O:19]2)=[C:4]([N+:20]([O-:22])=[O:21])[CH:3]=1. The catalyst class is: 133.